Task: Predict the product of the given reaction.. Dataset: Forward reaction prediction with 1.9M reactions from USPTO patents (1976-2016) Given the reactants [H-].[Na+].CS(C)=O.[NH2:7][C:8]1[CH:13]=[CH:12][C:11]([OH:14])=[CH:10][C:9]=1[S:15][CH3:16].Cl[C:18]1[CH:23]=[CH:22][N:21]=[C:20]([NH2:24])[C:19]=1[N+:25]([O-:27])=[O:26], predict the reaction product. The product is: [NH2:7][C:8]1[CH:13]=[CH:12][C:11]([O:14][C:18]2[CH:23]=[CH:22][N:21]=[C:20]([NH2:24])[C:19]=2[N+:25]([O-:27])=[O:26])=[CH:10][C:9]=1[S:15][CH3:16].